Dataset: Reaction yield outcomes from USPTO patents with 853,638 reactions. Task: Predict the reaction yield, written as a fraction of the theoretical maximum amount of product (1.0 means a 100% yield; for example, 0.34 means a 34% yield). The product is [OH:2][CH2:1][C:3]1[CH:8]=[CH:7][C:6]([C:9]2[CH:14]=[CH:13][C:12]([CH2:15][CH2:16][NH:17][S:18]([CH:21]([CH3:23])[CH3:22])(=[O:20])=[O:19])=[CH:11][CH:10]=2)=[CH:5][CH:4]=1. The reactants are [CH:1]([C:3]1[CH:8]=[CH:7][C:6]([C:9]2[CH:14]=[CH:13][C:12]([CH2:15][CH2:16][NH:17][S:18]([CH:21]([CH3:23])[CH3:22])(=[O:20])=[O:19])=[CH:11][CH:10]=2)=[CH:5][CH:4]=1)=[O:2].[BH4-].[Na+].C(OCC)(=O)C.O. The yield is 1.00. The catalyst is C(O)C.